From a dataset of Forward reaction prediction with 1.9M reactions from USPTO patents (1976-2016). Predict the product of the given reaction. (1) Given the reactants Cl.Cl.[Cl:3][C:4]1[C:12]2[NH:11][N:10]=[CH:9][C:8]=2[C:7]2[CH2:13][N:14]([CH2:23][C:24]3[CH:29]=[CH:28][N:27]=[CH:26][CH:25]=3)[C:15](=[O:22])[C@H:16]([CH2:18][C:19](O)=[O:20])[CH2:17][C:6]=2[CH:5]=1.Cl.[O:31]=[C:32]1[N:41]([CH:42]2[CH2:47][CH2:46][NH:45][CH2:44][CH2:43]2)[CH2:40][C:39]2[C:34](=[CH:35][CH:36]=[CH:37][CH:38]=2)[NH:33]1.ClC1C2NN=CC=2C2CN(CC(C)(C)C)C(=O)[C@H](CC(=O)N3CCC(N4CC5C(=CC=CC=5)NC4=O)CC3)CC=2C=1, predict the reaction product. The product is: [Cl:3][C:4]1[C:12]2[NH:11][N:10]=[CH:9][C:8]=2[C:7]2[CH2:13][N:14]([CH2:23][C:24]3[CH:25]=[CH:26][N:27]=[CH:28][CH:29]=3)[C:15](=[O:22])[C@H:16]([CH2:18][C:19](=[O:20])[N:45]3[CH2:44][CH2:43][CH:42]([N:41]4[CH2:40][C:39]5[C:34](=[CH:35][CH:36]=[CH:37][CH:38]=5)[NH:33][C:32]4=[O:31])[CH2:47][CH2:46]3)[CH2:17][C:6]=2[CH:5]=1. (2) Given the reactants [NH2:1][CH2:2][CH2:3][C:4]([NH:6][C:7]1[CH:12]=[CH:11][CH:10]=[C:9]([C:13]2[C:22]3[C:17](=[CH:18][C:19]([O:28][CH3:29])=[C:20]4[O:25][C:24]([CH3:27])([CH3:26])[CH2:23][C:21]4=3)[CH2:16][C:15]([CH3:31])([CH3:30])[N:14]=2)[CH:8]=1)=[O:5].C(N(CC)CC)C.[C:39](Cl)(=[O:41])[CH3:40].O, predict the reaction product. The product is: [C:39]([NH:1][CH2:2][CH2:3][C:4]([NH:6][C:7]1[CH:12]=[CH:11][CH:10]=[C:9]([C:13]2[C:22]3[C:17](=[CH:18][C:19]([O:28][CH3:29])=[C:20]4[O:25][C:24]([CH3:27])([CH3:26])[CH2:23][C:21]4=3)[CH2:16][C:15]([CH3:31])([CH3:30])[N:14]=2)[CH:8]=1)=[O:5])(=[O:41])[CH3:40]. (3) Given the reactants [CH3:1][NH:2][C:3]1[CH:8]=[CH:7][C:6]([C:9]2[CH:14]=[CH:13][N:12]=[C:11]3[N:15]([S:19]([C:22]4[CH:27]=[CH:26][CH:25]=[CH:24][CH:23]=4)(=[O:21])=[O:20])[C:16]([CH3:18])=[CH:17][C:10]=23)=[CH:5][CH:4]=1.[CH3:28][S:29](Cl)(=[O:31])=[O:30].C(Cl)Cl.CCOC(C)=O.O, predict the reaction product. The product is: [CH3:1][N:2]([C:3]1[CH:4]=[CH:5][C:6]([C:9]2[CH:14]=[CH:13][N:12]=[C:11]3[N:15]([S:19]([C:22]4[CH:27]=[CH:26][CH:25]=[CH:24][CH:23]=4)(=[O:20])=[O:21])[C:16]([CH3:18])=[CH:17][C:10]=23)=[CH:7][CH:8]=1)[S:29]([CH3:28])(=[O:31])=[O:30]. (4) Given the reactants C(=O)([O-])[O-].[K+].[K+].[CH3:7][C:8]1[NH:12][C:11]([C:13]([O:15][CH2:16][CH3:17])=[O:14])=[C:10]([C:18]2[CH:23]=[CH:22][CH:21]=[CH:20][CH:19]=2)[C:9]=1[C:24]([O:26][CH2:27][CH3:28])=[O:25].[CH2:29]([O:31][CH2:32][CH2:33]I)[CH3:30], predict the reaction product. The product is: [CH2:29]([O:31][CH2:32][CH2:33][N:12]1[C:8]([CH3:7])=[C:9]([C:24]([O:26][CH2:27][CH3:28])=[O:25])[C:10]([C:18]2[CH:23]=[CH:22][CH:21]=[CH:20][CH:19]=2)=[C:11]1[C:13]([O:15][CH2:16][CH3:17])=[O:14])[CH3:30].